This data is from Catalyst prediction with 721,799 reactions and 888 catalyst types from USPTO. The task is: Predict which catalyst facilitates the given reaction. (1) The catalyst class is: 1. Product: [CH3:43][C:41]([CH3:42])([CH3:44])[C:40]([NH:39][C:35]1[CH:34]=[C:33]([C:30]2[CH:29]=[C:28]3[N:27]=[CH:3][CH:4]=[C:5]([C:7]4[CH:8]=[C:9]([NH:13][C:14](=[O:25])[C:15]5[CH:20]=[CH:19][CH:18]=[C:17]([C:21]([F:22])([F:23])[F:24])[CH:16]=5)[CH:10]=[CH:11][CH:12]=4)[N:32]3[N:31]=2)[CH:38]=[CH:37][N:36]=1)=[O:45]. Reactant: CN(C)[CH:3]=[CH:4][C:5]([C:7]1[CH:8]=[C:9]([NH:13][C:14](=[O:25])[C:15]2[CH:20]=[CH:19][CH:18]=[C:17]([C:21]([F:24])([F:23])[F:22])[CH:16]=2)[CH:10]=[CH:11][CH:12]=1)=O.[NH2:27][C:28]1[NH:32][N:31]=[C:30]([C:33]2[CH:38]=[CH:37][N:36]=[C:35]([NH:39][C:40](=[O:45])[C:41]([CH3:44])([CH3:43])[CH3:42])[CH:34]=2)[CH:29]=1. (2) Reactant: C[O:2][C:3]1[CH:4]=[C:5]([N:9]2[C:18]3[CH:17]=[CH:16][C:15]4[CH:19]=[CH:20][CH:21]=[CH:22][C:14]=4[C:13]=3[NH:12][C:11](=[O:23])[C:10]2=[O:24])[CH:6]=[CH:7][CH:8]=1.B(Br)(Br)Br.ClCCl.C(=O)([O-])O.[Na+]. Product: [OH:2][C:3]1[CH:4]=[C:5]([N:9]2[C:18]3[CH:17]=[CH:16][C:15]4[CH:19]=[CH:20][CH:21]=[CH:22][C:14]=4[C:13]=3[NH:12][C:11](=[O:23])[C:10]2=[O:24])[CH:6]=[CH:7][CH:8]=1. The catalyst class is: 4. (3) Reactant: C([N:4]1[C:13]2[C:12]3=[N:14][C:15]([CH3:18])=[C:16]([Cl:17])[N:11]3[CH:10]=[CH:9][C:8]=2[C@@H:7]([O:19][CH2:20][CH2:21][O:22][CH3:23])[C@H:6]([O:24]C(=O)C(C)(C)C)[C@H:5]1[C:31]1[CH:36]=[CH:35][CH:34]=[CH:33][CH:32]=1)(=O)C.[OH-].[K+].O.NN. Product: [Cl:17][C:16]1[N:11]2[CH:10]=[CH:9][C:8]3[C@@H:7]([O:19][CH2:20][CH2:21][O:22][CH3:23])[C@H:6]([OH:24])[C@@H:5]([C:31]4[CH:36]=[CH:35][CH:34]=[CH:33][CH:32]=4)[NH:4][C:13]=3[C:12]2=[N:14][C:15]=1[CH3:18]. The catalyst class is: 5.